From a dataset of Full USPTO retrosynthesis dataset with 1.9M reactions from patents (1976-2016). Predict the reactants needed to synthesize the given product. (1) Given the product [C:32]([O:1][CH2:2][C:3]1[S:12][C:11]2[C:10]3[CH:13]=[C:14]([Cl:26])[CH:15]=[C:16]([O:17][CH2:18][CH2:19][CH2:20][N:21]([CH3:24])[CH3:22])[C:9]=3[O:8][C:7]3[CH:27]=[CH:28][CH:29]=[CH:30][C:6]=3[C:5]=2[CH:4]=1)(=[O:33])[CH3:31], predict the reactants needed to synthesize it. The reactants are: [OH:1][CH2:2][C:3]1[S:12][C:11]2[C:10]3[CH:13]=[C:14]([Cl:26])[CH:15]=[C:16]([O:17][CH2:18][CH2:19][CH2:20][N:21]([CH2:24]C)[CH2:22]C)[C:9]=3[O:8][C:7]3[CH:27]=[CH:28][CH:29]=[CH:30][C:6]=3[C:5]=2[CH:4]=1.[CH3:31][C:32](OC(C)=O)=[O:33]. (2) Given the product [CH2:19]([C@@:22]1([CH3:55])[CH2:27][C@H:26]([C:28]2[CH:33]=[CH:32][CH:31]=[C:30]([Cl:34])[CH:29]=2)[C@@H:25]([C:35]2[CH:36]=[CH:37][C:38]([Cl:41])=[CH:39][CH:40]=2)[N:24]([C@H:42]([C:43]2[O:45][N:46]=[C:47]([CH:49]3[CH2:51][CH2:50]3)[N:48]=2)[CH2:52][CH3:53])[C:23]1=[O:54])[CH:20]=[CH2:21], predict the reactants needed to synthesize it. The reactants are: [F-].C([N+](CCCC)(CCCC)CCCC)CCC.[CH2:19]([C@@:22]1([CH3:55])[CH2:27][C@H:26]([C:28]2[CH:33]=[CH:32][CH:31]=[C:30]([Cl:34])[CH:29]=2)[C@@H:25]([C:35]2[CH:40]=[CH:39][C:38]([Cl:41])=[CH:37][CH:36]=2)[N:24]([CH:42]([CH2:52][CH3:53])[C:43]([O:45][N:46]=[C:47]([CH:49]2[CH2:51][CH2:50]2)[NH2:48])=O)[C:23]1=[O:54])[CH:20]=[CH2:21]. (3) Given the product [C:6]([O:10][C:11]([N:13]1[CH2:17][CH2:16][CH2:15][C@@H:14]1[CH2:18][O:19][C:20]1[CH:25]=[CH:24][C:23]([OH:26])=[CH:22][CH:21]=1)=[O:12])([CH3:9])([CH3:7])[CH3:8], predict the reactants needed to synthesize it. The reactants are: C1COCC1.[C:6]([O:10][C:11]([N:13]1[CH2:17][CH2:16][CH2:15][C@@H:14]1[CH2:18][O:19][C:20]1[CH:25]=[CH:24][C:23]([O:26]CC2C=CC=CC=2)=[CH:22][CH:21]=1)=[O:12])([CH3:9])([CH3:8])[CH3:7]. (4) Given the product [ClH:33].[NH2:25][C@@H:21]1[CH2:22][CH2:23][CH2:24][N:19]([C:3]2[C:2]([Br:1])=[CH:7][N:6]=[C:5]3[NH:8][CH:9]=[C:10]([NH:11][C:12]([C@@H:14]4[CH2:18][CH2:17][CH2:16][O:15]4)=[O:13])[C:4]=23)[CH2:20]1, predict the reactants needed to synthesize it. The reactants are: [Br:1][C:2]1[C:3]([N:19]2[CH2:24][CH2:23][CH2:22][C@@H:21]([NH:25]C(=O)OC(C)(C)C)[CH2:20]2)=[C:4]2[C:10]([NH:11][C:12]([C@@H:14]3[CH2:18][CH2:17][CH2:16][O:15]3)=[O:13])=[CH:9][NH:8][C:5]2=[N:6][CH:7]=1.[ClH:33]. (5) Given the product [CH:1]1[CH:2]=[CH:3][C:4]([CH:7]([N:15]2[CH2:20][CH2:19][N:18]([CH2:21][CH2:22][O:23][CH2:24][C:25]([OH:27])=[O:26])[CH2:17][CH2:16]2)[C:8]2[CH:9]=[CH:10][C:11]([Cl:14])=[CH:12][CH:13]=2)=[CH:5][CH:6]=1.[CH3:28][C@H:29]1[C@:46]([OH:52])([C:47]([S:49][CH2:50][F:51])=[O:48])[C@:45]2([CH3:53])[C@H:31]([C@H:32]3[C@:42]([F:55])([C@@H:43]([OH:54])[CH2:44]2)[C@:41]2([CH3:56])[C:35](=[CH:36][C:37]([CH:39]=[CH:40]2)=[O:38])[C@@H:34]([F:57])[CH2:33]3)[CH2:30]1, predict the reactants needed to synthesize it. The reactants are: [CH:1]1[CH:2]=[CH:3][C:4]([CH:7]([N:15]2[CH2:20][CH2:19][N:18]([CH2:21][CH2:22][O:23][CH2:24][C:25]([OH:27])=[O:26])[CH2:17][CH2:16]2)[C:8]2[CH:9]=[CH:10][C:11]([Cl:14])=[CH:12][CH:13]=2)=[CH:5][CH:6]=1.[CH3:28][C@H:29]1[C@:46]([OH:52])([C:47]([S:49][CH2:50][F:51])=[O:48])[C@:45]2([CH3:53])[C@H:31]([C@H:32]3[C@:42]([F:55])([C@@H:43]([OH:54])[CH2:44]2)[C@:41]2([CH3:56])[C:35](=[CH:36][C:37]([CH:39]=[CH:40]2)=[O:38])[C@@H:34]([F:57])[CH2:33]3)[CH2:30]1. (6) Given the product [F:1][C:2]1[CH:3]=[C:4]([CH2:5][N:31]2[CH2:34][CH:33]([C:35]([O:37][CH3:38])=[O:36])[CH2:32]2)[CH:7]=[CH:8][C:9]=1[C:10]1[S:11][C:12]2[C:17]([N:18]=1)=[CH:16][CH:15]=[C:14]([C:19]1([C:24]3[CH:25]=[CH:26][CH:27]=[CH:28][CH:29]=3)[CH2:20][CH:21]=[CH:22][CH2:23]1)[N:13]=2, predict the reactants needed to synthesize it. The reactants are: [F:1][C:2]1[CH:3]=[C:4]([CH:7]=[CH:8][C:9]=1[C:10]1[S:11][C:12]2[C:17]([N:18]=1)=[CH:16][CH:15]=[C:14]([C:19]1([C:24]3[CH:29]=[CH:28][CH:27]=[CH:26][CH:25]=3)[CH2:23][CH:22]=[CH:21][CH2:20]1)[N:13]=2)[CH:5]=O.Cl.[NH:31]1[CH2:34][CH:33]([C:35]([O:37][CH3:38])=[O:36])[CH2:32]1. (7) Given the product [CH3:13][C:10]1([CH3:14])[CH2:11][O:12][B:7]([C:2]2[CH:3]=[N:4][S:5][CH:6]=2)[O:8][CH2:9]1, predict the reactants needed to synthesize it. The reactants are: Br[C:2]1[CH:3]=[N:4][S:5][CH:6]=1.[B:7]1([B:7]2[O:12][CH2:11][C:10]([CH3:14])([CH3:13])[CH2:9][O:8]2)[O:12][CH2:11][C:10]([CH3:14])([CH3:13])[CH2:9][O:8]1. (8) Given the product [CH2:12]([NH:11][C:9](=[O:10])[N:8]([C:4]1[CH:3]=[C:2]([B:27]([OH:30])[OH:28])[CH:7]=[CH:6][CH:5]=1)[CH3:19])[CH2:13][CH2:14][CH2:15][CH2:16][CH2:17][CH3:18], predict the reactants needed to synthesize it. The reactants are: Br[C:2]1[CH:3]=[C:4]([N:8]([CH3:19])[C:9]([NH:11][CH2:12][CH2:13][CH2:14][CH2:15][CH2:16][CH2:17][CH3:18])=[O:10])[CH:5]=[CH:6][CH:7]=1.C[Li].C([Li])(C)(C)C.[B:27](OC)([O:30]C)[O:28]C. (9) Given the product [Cl:15][C:3]1[C:4]([C:9]#[N:11])=[CH:5][N:6]=[C:7]([CH3:8])[C:2]=1[I:1], predict the reactants needed to synthesize it. The reactants are: [I:1][C:2]1[C:3](=O)[C:4]([C:9]([NH2:11])=O)=[CH:5][NH:6][C:7]=1[CH3:8].P(Cl)(Cl)([Cl:15])=O.